From a dataset of Catalyst prediction with 721,799 reactions and 888 catalyst types from USPTO. Predict which catalyst facilitates the given reaction. (1) Reactant: [NH2:1][C:2]1[CH:7]=[CH:6][C:5]([CH:8]([CH3:22])[C:9]([C:15]2[CH:20]=[CH:19][N:18]=[C:17]([Cl:21])[CH:16]=2)([OH:14])[C:10]([F:13])([F:12])[F:11])=[C:4]([Cl:23])[CH:3]=1.[CH2:24]=O.C[O-].[Na+].[BH4-].[Na+]. Product: [Cl:23][C:4]1[CH:3]=[C:2]([NH:1][CH3:24])[CH:7]=[CH:6][C:5]=1[CH:8]([CH3:22])[C:9]([C:15]1[CH:20]=[CH:19][N:18]=[C:17]([Cl:21])[CH:16]=1)([OH:14])[C:10]([F:11])([F:12])[F:13]. The catalyst class is: 24. (2) Reactant: [C:1]1([C@H:7]([N:9]2[CH2:13][CH2:12][C@H:11]([CH2:14][OH:15])[CH2:10]2)[CH3:8])[CH:6]=[CH:5][CH:4]=[CH:3][CH:2]=1.N1C=CN=C1.[C:21]([Si:25]([CH3:28])([CH3:27])Cl)([CH3:24])([CH3:23])[CH3:22].O. Product: [Si:25]([O:15][CH2:14][C@H:11]1[CH2:12][CH2:13][N:9]([C@@H:7]([C:1]2[CH:2]=[CH:3][CH:4]=[CH:5][CH:6]=2)[CH3:8])[CH2:10]1)([C:21]([CH3:24])([CH3:23])[CH3:22])([CH3:28])[CH3:27]. The catalyst class is: 9. (3) Reactant: [NH:1]1[C:5]2[CH:6]=[CH:7][CH:8]=[CH:9][C:4]=2[N:3]=[C:2]1[NH:10][CH2:11][C:12]1[CH:17]=[CH:16][C:15]([NH:18][C:19]2[CH:24]=[C:23](Cl)[N:22]=[CH:21][N:20]=2)=[CH:14][CH:13]=1.[CH3:26][O:27][C:28]1[CH:33]=[CH:32][CH:31]=[CH:30][C:29]=1B(O)O.C([O-])([O-])=O.[Na+].[Na+].O. Product: [NH:1]1[C:5]2[CH:6]=[CH:7][CH:8]=[CH:9][C:4]=2[N:3]=[C:2]1[NH:10][CH2:11][C:12]1[CH:17]=[CH:16][C:15]([NH:18][C:19]2[CH:24]=[C:23]([C:29]3[CH:30]=[CH:31][CH:32]=[CH:33][C:28]=3[O:27][CH3:26])[N:22]=[CH:21][N:20]=2)=[CH:14][CH:13]=1. The catalyst class is: 216. (4) Reactant: [Cl:1][C:2]1[N:3]=[CH:4][NH:5][C:6]=1[Cl:7].[OH-].[K+].[Br:10][CH2:11][CH3:12].[K+].[Br-].BrCC[C:18]1[C:27]2[C:22](=[CH:23][CH:24]=[CH:25][CH:26]=2)[CH:21]=[CH:20][CH:19]=1. Product: [Br-:10].[CH2:26]([N+:3]1[C:2]([Cl:1])=[C:6]([Cl:7])[N:5]([C:26]2[C:27]3[C:22](=[CH:21][CH:20]=[CH:19][CH:18]=3)[CH:23]=[CH:24][C:25]=2[CH2:11][CH3:12])[CH:4]=1)[CH2:27][CH2:18][CH2:19][CH2:20][CH2:21][CH2:22][CH2:23][CH2:24][CH3:25]. The catalyst class is: 10.